Task: Predict the product of the given reaction.. Dataset: Forward reaction prediction with 1.9M reactions from USPTO patents (1976-2016) (1) The product is: [F:43][C:44]1[CH:50]=[CH:49][C:47]([NH:48][C:6](=[O:7])[C:5]2[CH:9]=[CH:10][C:2]([CH3:1])=[C:3]([B:11]3[O:12][C:13]([CH3:19])([CH3:18])[C:14]([CH3:17])([CH3:16])[O:15]3)[CH:4]=2)=[CH:46][CH:45]=1. Given the reactants [CH3:1][C:2]1[CH:10]=[CH:9][C:5]([C:6](O)=[O:7])=[CH:4][C:3]=1[B:11]1[O:15][C:14]([CH3:17])([CH3:16])[C:13]([CH3:19])([CH3:18])[O:12]1.[I-].C(N=C=NCCC[N+](C)(C)C)C.ON1C2N=CC=CC=2N=N1.[F:43][C:44]1[CH:50]=[CH:49][C:47]([NH2:48])=[CH:46][CH:45]=1, predict the reaction product. (2) Given the reactants [Li+].C[Si]([N-:6][Si](C)(C)C)(C)C.[Br:11][C:12]1[CH:21]=[C:20]2[C:15]([CH:16]=[CH:17]C(NC)=[N:19]2)=[CH:14][CH:13]=1.O([C:32]([O:34][C:35]([CH3:38])([CH3:37])[CH3:36])=[O:33])[C:32]([O:34][C:35]([CH3:38])([CH3:37])[CH3:36])=[O:33].C(O[CH2:43][CH3:44])(=O)C, predict the reaction product. The product is: [Br:11][C:12]1[CH:21]=[C:20]2[C:15]([CH:16]=[CH:17][C:44]([CH2:43][NH:6][C:32](=[O:33])[O:34][C:35]([CH3:36])([CH3:37])[CH3:38])=[N:19]2)=[CH:14][CH:13]=1.